From a dataset of Catalyst prediction with 721,799 reactions and 888 catalyst types from USPTO. Predict which catalyst facilitates the given reaction. (1) Reactant: [O:1]1[C:5]2[CH:6]=[CH:7][CH:8]=[CH:9][C:4]=2[N:3]=[C:2]1[C:10]1[C:11]([N:17]([C:25]([O:27][C:28]([CH3:31])([CH3:30])[CH3:29])=[O:26])[C:18](=[O:24])[O:19][C:20]([CH3:23])([CH3:22])[CH3:21])=[N:12][CH:13]=[C:14](Br)[CH:15]=1.C([O-])(=O)C.[K+].[CH3:37][C:38]1([CH3:54])[C:42]([CH3:44])([CH3:43])[O:41][B:40]([B:40]2[O:41][C:42]([CH3:44])([CH3:43])[C:38]([CH3:54])([CH3:37])[O:39]2)[O:39]1. Product: [O:1]1[C:5]2[CH:6]=[CH:7][CH:8]=[CH:9][C:4]=2[N:3]=[C:2]1[C:10]1[C:11]([N:17]([C:25]([O:27][C:28]([CH3:31])([CH3:30])[CH3:29])=[O:26])[C:18](=[O:24])[O:19][C:20]([CH3:23])([CH3:22])[CH3:21])=[N:12][CH:13]=[C:14]([B:40]2[O:41][C:42]([CH3:44])([CH3:43])[C:38]([CH3:54])([CH3:37])[O:39]2)[CH:15]=1. The catalyst class is: 75. (2) Reactant: [NH2:1][C:2]1[N:7]=[C:6]([C:8]2[O:9][CH:10]=[CH:11][CH:12]=2)[C:5]([C:13]#[N:14])=[C:4]([C:15]([CH3:17])=[CH2:16])[N:3]=1.[H][H]. Product: [NH2:1][C:2]1[N:7]=[C:6]([C:8]2[O:9][CH:10]=[CH:11][CH:12]=2)[C:5]([C:13]#[N:14])=[C:4]([CH:15]([CH3:17])[CH3:16])[N:3]=1. The catalyst class is: 354. (3) Reactant: [C:1]([O:5][C:6]([N:8]1[CH2:13][CH2:12][N:11]([C:14]2[CH:19]=[CH:18][C:17](/[CH:20]=[CH:21]/[C:22]3[C:30]4[C:25](=[CH:26][CH:27]=[CH:28][CH:29]=4)[NH:24][N:23]=3)=[C:16]([N+:31]([O-])=O)[CH:15]=2)[CH2:10][CH2:9]1)=[O:7])([CH3:4])([CH3:3])[CH3:2].O. Product: [C:1]([O:5][C:6]([N:8]1[CH2:9][CH2:10][N:11]([C:14]2[CH:19]=[CH:18][C:17](/[CH:20]=[CH:21]/[C:22]3[C:30]4[C:25](=[CH:26][CH:27]=[CH:28][CH:29]=4)[NH:24][N:23]=3)=[C:16]([NH2:31])[CH:15]=2)[CH2:12][CH2:13]1)=[O:7])([CH3:4])([CH3:2])[CH3:3]. The catalyst class is: 186. (4) Reactant: [Br-].[Li+].C[O:4][C:5](=[O:19])[CH:6]([CH2:15][CH:16]([CH3:18])[CH3:17])[CH2:7][C:8]([O:10][C:11]([CH3:14])([CH3:13])[CH3:12])=[O:9]. Product: [C:11]([O:10][C:8](=[O:9])[CH2:7][CH:6]([CH2:15][CH:16]([CH3:17])[CH3:18])[C:5]([OH:19])=[O:4])([CH3:14])([CH3:13])[CH3:12]. The catalyst class is: 21. (5) Reactant: [OH:1][C@H:2]1[CH2:7][CH2:6][CH2:5][CH2:4][C@@H:3]1[NH:8][C:9]([C:11]1[C:15]2=[N:16][CH:17]=[CH:18][C:19]([CH3:20])=[C:14]2[NH:13][CH:12]=1)=[O:10].C([O-])([O-])=O.[Cs+].[Cs+].Br[CH2:28][C:29]1[CH:34]=[CH:33][C:32]([F:35])=[CH:31][CH:30]=1. Product: [F:35][C:32]1[CH:33]=[CH:34][C:29]([CH2:28][N:13]2[C:14]3[C:15](=[N:16][CH:17]=[CH:18][C:19]=3[CH3:20])[C:11]([C:9]([NH:8][C@H:3]3[CH2:4][CH2:5][CH2:6][CH2:7][C@@H:2]3[OH:1])=[O:10])=[CH:12]2)=[CH:30][CH:31]=1. The catalyst class is: 3.